Dataset: Full USPTO retrosynthesis dataset with 1.9M reactions from patents (1976-2016). Task: Predict the reactants needed to synthesize the given product. (1) Given the product [CH3:21][N:19]([CH3:20])[CH2:18][CH2:17][N:12]1[C:11](=[O:22])[C:10]2[CH:23]=[CH:24][CH:25]=[C:8]3[C:9]=2[C:14](=[C:15]2[C:2]([NH:1][C:36](=[O:35])[CH2:37][C:41](=[O:49])[CH2:42][CH2:43][C:44]([O:46][CH2:47][CH3:48])=[O:45])=[CH:3][CH:4]=[CH:5][C:6]2=[CH:7]3)[C:13]1=[O:16], predict the reactants needed to synthesize it. The reactants are: [NH2:1][C:2]1[C:15]2[C:6](=[CH:7][C:8]3[C:9]4[C:14]=2[C:13](=[O:16])[N:12]([CH2:17][CH2:18][N:19]([CH3:21])[CH3:20])[C:11](=[O:22])[C:10]=4[CH:23]=[CH:24][CH:25]=3)[CH:5]=[CH:4][CH:3]=1.C1(C)C=CC=CC=1.CC1(C)OC(=O)[C:37](=[C:41]([OH:49])[CH2:42][CH2:43][C:44]([O:46][CH2:47][CH3:48])=[O:45])[C:36](=O)[O:35]1. (2) Given the product [NH2:66][C:59]([CH3:58])([CH2:62][CH:63]([CH3:65])[CH3:64])[CH2:60][NH:61][C:24]([C:23]1[N:5]2[CH:6]=[C:7]([CH3:22])[CH:8]=[C:9]([O:10][CH2:11][CH2:12][CH:13]([C:14]([F:16])([F:15])[F:17])[C:18]([F:19])([F:20])[F:21])[C:4]2=[N:3][C:2]=1[CH3:1])=[O:25], predict the reactants needed to synthesize it. The reactants are: [CH3:1][C:2]1[N:3]=[C:4]2[C:9]([O:10][CH2:11][CH2:12][CH:13]([C:18]([F:21])([F:20])[F:19])[C:14]([F:17])([F:16])[F:15])=[CH:8][C:7]([CH3:22])=[CH:6][N:5]2[C:23]=1[C:24](O)=[O:25].CN(C(ON1N=NC2C=CC=NC1=2)=[N+](C)C)C.F[P-](F)(F)(F)(F)F.CN1CCOCC1.[CH3:58][C:59]([NH2:66])([CH2:62][CH:63]([CH3:65])[CH3:64])[CH2:60][NH2:61]. (3) Given the product [CH:4]1([C@H:9]2[C:35](=[O:36])[N:34]3[CH2:37][C@@H:31]([CH2:32][C@H:33]3[C:38]([OH:40])=[O:39])[O:30][C:29]3[C:20](=[N:21][C:22]4[C:27]([CH:28]=3)=[CH:26][CH:25]=[CH:24][CH:23]=4)[CH2:19][CH2:18][CH2:17][CH2:16][CH2:15][C@@H:14]3[CH2:42][CH2:43][CH2:44][C@H:13]3[O:12][C:11](=[O:45])[NH:10]2)[CH2:5][CH2:6][CH2:7][CH2:8]1, predict the reactants needed to synthesize it. The reactants are: O[Li].O.[CH:4]1([C@H:9]2[C:35](=[O:36])[N:34]3[CH2:37][C@@H:31]([CH2:32][C@H:33]3[C:38]([O:40]C)=[O:39])[O:30][C:29]3[C:20](=[N:21][C:22]4[C:27]([CH:28]=3)=[CH:26][CH:25]=[CH:24][CH:23]=4)[CH2:19][CH2:18][CH2:17][CH2:16][CH2:15][C@@H:14]3[CH2:42][CH2:43][CH2:44][C@H:13]3[O:12][C:11](=[O:45])[NH:10]2)[CH2:8][CH2:7][CH2:6][CH2:5]1.O. (4) Given the product [CH3:1][C:2]1[CH:7]=[CH:6][C:5]([C:8]2[O:9][C:10]([CH3:13])=[N:11][N:12]=2)=[CH:4][C:3]=1[C:14]1[CH:15]=[CH:16][C:17]([C:20]([N:22]([CH3:35])[CH2:23][C:24]2[CH:29]=[CH:28][CH:27]=[CH:26][C:25]=2[C:30]([F:32])([F:33])[F:31])=[O:21])=[CH:18][CH:19]=1, predict the reactants needed to synthesize it. The reactants are: [CH3:1][C:2]1[CH:7]=[CH:6][C:5]([C:8]2[O:9][C:10]([CH3:13])=[N:11][N:12]=2)=[CH:4][C:3]=1[C:14]1[CH:19]=[CH:18][C:17]([C:20]([NH:22][CH2:23][C:24]2[CH:29]=[CH:28][CH:27]=[CH:26][C:25]=2[C:30]([F:33])([F:32])[F:31])=[O:21])=[CH:16][CH:15]=1.I[CH3:35]. (5) Given the product [CH2:6]1[C:7]2=[CH:15][C:14]3[CH:13]=[CH:12][CH:11]=[CH:10][C:9]=3[N:8]2[CH2:16][CH2:17][N:5]1[C:3](=[O:4])[CH:2]([N:26]1[CH2:27][CH2:28][N:23]([CH3:22])[CH2:24][CH2:25]1)[CH3:18], predict the reactants needed to synthesize it. The reactants are: Cl[CH:2]([CH3:18])[C:3]([N:5]1[CH2:17][CH2:16][N:8]2[C:9]3[CH:10]=[CH:11][CH:12]=[CH:13][C:14]=3[CH:15]=[C:7]2[CH2:6]1)=[O:4].C(#N)C.[CH3:22][N:23]1[CH2:28][CH2:27][NH:26][CH2:25][CH2:24]1. (6) Given the product [F:13][C:10]1[CH:11]=[CH:12][C:7]([CH:6]2[CH2:5][CH2:4][CH2:3][CH2:2][N:15]3[N:16]=[C:17]([NH:19][C:20]4[CH:25]=[CH:24][C:23]([C:26]5[CH:31]=[C:30]([CH3:32])[N:29]=[N:28][CH:27]=5)=[C:22]([O:33][CH3:34])[CH:21]=4)[N:18]=[C:14]23)=[CH:8][CH:9]=1, predict the reactants needed to synthesize it. The reactants are: Cl[CH2:2][CH2:3][CH2:4][CH2:5][CH:6]([C:14]1[N:18]=[C:17]([NH:19][C:20]2[CH:25]=[CH:24][C:23]([C:26]3[CH:31]=[C:30]([CH3:32])[N:29]=[N:28][CH:27]=3)=[C:22]([O:33][CH3:34])[CH:21]=2)[NH:16][N:15]=1)[C:7]1[CH:12]=[CH:11][C:10]([F:13])=[CH:9][CH:8]=1.C(=O)([O-])[O-].[K+].[K+].[I-].[K+]. (7) Given the product [C:1]1([C:7]2[N:11]=[N:10][N:9]([CH2:12][CH2:13][C:14]([OH:16])=[O:15])[CH:8]=2)[CH:6]=[CH:5][CH:4]=[CH:3][CH:2]=1, predict the reactants needed to synthesize it. The reactants are: [C:1]1([C:7]#[CH:8])[CH:6]=[CH:5][CH:4]=[CH:3][CH:2]=1.[N:9]([CH2:12][CH2:13][C:14]([OH:16])=[O:15])=[N+:10]=[N-:11].O=C1O[C@H]([C@H](CO)O)C([O-])=C1O.[Na+].C(OCC)(=O)C.